This data is from Choline transporter screen with 302,306 compounds. The task is: Binary Classification. Given a drug SMILES string, predict its activity (active/inactive) in a high-throughput screening assay against a specified biological target. (1) The compound is s1c(NC(=O)CN2C(=O)C3(NC2=O)CC(CC(C3)C)(C)C)nnc1CC(C)C. The result is 0 (inactive). (2) The result is 0 (inactive). The compound is O(c1ccc(NC(=O)c2occc2)cc1)c1ncccn1. (3) The drug is Brc1c(NC(=S)NC(=O)c2cc(Br)cnc2)ncc(Br)c1. The result is 0 (inactive). (4) The molecule is O=C(Nc1cc2CCc3c(c2cc1)cccc3)C. The result is 0 (inactive).